This data is from NCI-60 drug combinations with 297,098 pairs across 59 cell lines. The task is: Regression. Given two drug SMILES strings and cell line genomic features, predict the synergy score measuring deviation from expected non-interaction effect. (1) Drug 1: CC(C1=C(C=CC(=C1Cl)F)Cl)OC2=C(N=CC(=C2)C3=CN(N=C3)C4CCNCC4)N. Drug 2: CN(CC1=CN=C2C(=N1)C(=NC(=N2)N)N)C3=CC=C(C=C3)C(=O)NC(CCC(=O)O)C(=O)O. Cell line: CCRF-CEM. Synergy scores: CSS=44.6, Synergy_ZIP=-4.95, Synergy_Bliss=-9.78, Synergy_Loewe=-16.1, Synergy_HSA=-8.86. (2) Drug 2: CC1C(C(CC(O1)OC2CC(OC(C2O)C)OC3=CC4=CC5=C(C(=O)C(C(C5)C(C(=O)C(C(C)O)O)OC)OC6CC(C(C(O6)C)O)OC7CC(C(C(O7)C)O)OC8CC(C(C(O8)C)O)(C)O)C(=C4C(=C3C)O)O)O)O. Synergy scores: CSS=35.3, Synergy_ZIP=0.378, Synergy_Bliss=-0.459, Synergy_Loewe=-24.4, Synergy_HSA=-0.967. Cell line: CCRF-CEM. Drug 1: CC=C1C(=O)NC(C(=O)OC2CC(=O)NC(C(=O)NC(CSSCCC=C2)C(=O)N1)C(C)C)C(C)C. (3) Drug 1: CN(C)C1=NC(=NC(=N1)N(C)C)N(C)C. Drug 2: CCCCCOC(=O)NC1=NC(=O)N(C=C1F)C2C(C(C(O2)C)O)O. Cell line: SF-295. Synergy scores: CSS=-0.0925, Synergy_ZIP=-1.55, Synergy_Bliss=-3.07, Synergy_Loewe=-2.18, Synergy_HSA=-2.39. (4) Drug 1: COC1=C(C=C2C(=C1)N=CN=C2NC3=CC(=C(C=C3)F)Cl)OCCCN4CCOCC4. Drug 2: CCCS(=O)(=O)NC1=C(C(=C(C=C1)F)C(=O)C2=CNC3=C2C=C(C=N3)C4=CC=C(C=C4)Cl)F. Cell line: SF-539. Synergy scores: CSS=12.3, Synergy_ZIP=-3.51, Synergy_Bliss=-0.907, Synergy_Loewe=-0.898, Synergy_HSA=0.186. (5) Drug 1: CC1C(C(CC(O1)OC2CC(CC3=C2C(=C4C(=C3O)C(=O)C5=C(C4=O)C(=CC=C5)OC)O)(C(=O)C)O)N)O.Cl. Drug 2: CN(CCCl)CCCl.Cl. Cell line: HOP-62. Synergy scores: CSS=24.5, Synergy_ZIP=-3.53, Synergy_Bliss=3.49, Synergy_Loewe=-12.3, Synergy_HSA=1.27. (6) Drug 1: CC12CCC(CC1=CCC3C2CCC4(C3CC=C4C5=CN=CC=C5)C)O. Drug 2: CCCS(=O)(=O)NC1=C(C(=C(C=C1)F)C(=O)C2=CNC3=C2C=C(C=N3)C4=CC=C(C=C4)Cl)F. Cell line: IGROV1. Synergy scores: CSS=0.662, Synergy_ZIP=-1.99, Synergy_Bliss=0.0793, Synergy_Loewe=-1.17, Synergy_HSA=-0.694.